Dataset: hERG potassium channel inhibition data for cardiac toxicity prediction from Karim et al.. Task: Regression/Classification. Given a drug SMILES string, predict its toxicity properties. Task type varies by dataset: regression for continuous values (e.g., LD50, hERG inhibition percentage) or binary classification for toxic/non-toxic outcomes (e.g., AMES mutagenicity, cardiotoxicity, hepatotoxicity). Dataset: herg_karim. (1) The molecule is O=c1ccc2ncc(F)c3c2n1C[C@@]3(O)CC12CCC(NCc3ccc4c(c3)OCO4)(CC1)CO2. The result is 0 (non-blocker). (2) The compound is CC(C)c1cc(C#N)cc2nc(-c3ccc(C(=O)NCC4CCC(c5ccc(Cl)cc5)CC4)cc3)oc12. The result is 0 (non-blocker). (3) The result is 1 (blocker). The molecule is O=C1COc2ccc(CNC34CCC(CCc5c(F)cnc6ccc(OC(F)F)nc56)(CC3)OC4)nc2N1. (4) The drug is Cc1cc(C(=O)NOCCO)c(Nc2ccc(I)cc2F)n(C)c1=O. The result is 0 (non-blocker). (5) The drug is CC1CCCN1CCc1ccc2nc(-c3cncnc3)ccc2c1. The result is 0 (non-blocker). (6) The compound is Cc1cccc(Nc2ccc(-c3ccc(N4CCNCC4)nc3)cc2)n1. The result is 1 (blocker).